This data is from hERG Central: cardiac toxicity at 1µM, 10µM, and general inhibition. The task is: Predict hERG channel inhibition at various concentrations. The molecule is O=C(O)C(=O)O.O=[N+]([O-])c1ccc(OCCCCN2CCc3ccccc3C2)cc1. Results: hERG_inhib (hERG inhibition (general)): blocker.